From a dataset of M1 muscarinic receptor agonist screen with 61,833 compounds. Binary Classification. Given a drug SMILES string, predict its activity (active/inactive) in a high-throughput screening assay against a specified biological target. (1) The drug is S(=O)(=O)(Nc1c(cc(cc1)C)C)c1cc(ccc1)C(=O)n1ncc(c1N)C#N. The result is 0 (inactive). (2) The result is 0 (inactive). The molecule is O1C2(OCC1)CCN(CC2)C(=O)C1C(N(C(=O)c2c1cc(OC)c(OC)c2)C)c1ccc(OC)cc1.